This data is from Forward reaction prediction with 1.9M reactions from USPTO patents (1976-2016). The task is: Predict the product of the given reaction. (1) Given the reactants Cl.[NH2:2][C:3]1[CH:8]=[N:7][CH:6]=[CH:5][N:4]=1.[F:9][C:10]([F:34])([F:33])[CH2:11][N:12]1[C:16]([C:17]2[CH:18]=[C:19]3[N:25]([N:26]=2)[C:24]2[CH:27]=[C:28]([CH:31]=O)[CH:29]=[CH:30][C:23]=2[O:22][CH2:21][CH2:20]3)=[N:15][CH:14]=[N:13]1, predict the reaction product. The product is: [F:33][C:10]([F:9])([F:34])[CH2:11][N:12]1[C:16]([C:17]2[CH:18]=[C:19]3[N:25]([C:24]4[CH:27]=[C:28]([CH2:31][NH:2][C:3]5[CH:8]=[N:7][CH:6]=[CH:5][N:4]=5)[CH:29]=[CH:30][C:23]=4[O:22][CH2:21][CH2:20]3)[N:26]=2)=[N:15][CH:14]=[N:13]1. (2) The product is: [CH2:1]([O:8][CH2:9][C:10]1[N:11]([CH2:28][C:29]2[CH:33]=[C:32]([CH3:34])[O:31][N:30]=2)[CH:12]=[C:13]([C:15]2[C:16]([C:21]3[CH:26]=[CH:25][CH:24]=[CH:23][CH:22]=3)=[N:17][O:18][C:19]=2[CH3:20])[N:14]=1)[C:2]1[CH:3]=[CH:4][CH:5]=[CH:6][CH:7]=1. Given the reactants [CH2:1]([O:8][CH2:9][C:10]1[NH:11][CH:12]=[C:13]([C:15]2[C:16]([C:21]3[CH:26]=[CH:25][CH:24]=[CH:23][CH:22]=3)=[N:17][O:18][C:19]=2[CH3:20])[N:14]=1)[C:2]1[CH:7]=[CH:6][CH:5]=[CH:4][CH:3]=1.Cl[CH2:28][C:29]1[CH:33]=[C:32]([CH3:34])[O:31][N:30]=1, predict the reaction product. (3) Given the reactants Cl[C:2]1[N:7]=[CH:6][C:5]([CH2:8][C:9]2[C:18]3[C:13](=[CH:14][CH:15]=[CH:16][CH:17]=3)[N:12]=[C:11]([C:19]([NH:21][C@H:22]3[CH2:27][CH2:26][CH2:25][CH2:24][C@@H:23]3[OH:28])=[O:20])[CH:10]=2)=[CH:4][CH:3]=1.[Zn](C)[CH3:30], predict the reaction product. The product is: [OH:28][C@H:23]1[CH2:24][CH2:25][CH2:26][CH2:27][C@@H:22]1[NH:21][C:19]([C:11]1[CH:10]=[C:9]([CH2:8][C:5]2[CH:6]=[N:7][C:2]([CH3:30])=[CH:3][CH:4]=2)[C:18]2[C:13](=[CH:14][CH:15]=[CH:16][CH:17]=2)[N:12]=1)=[O:20]. (4) Given the reactants [F:1][C:2]1[CH:7]=[CH:6][C:5]([C:8]2[C:12]([CH2:13][O:14][C:15]3[CH:16]=[C:17]([C:21](O)=[O:22])[N:18]([CH3:20])[N:19]=3)=[C:11]([CH3:24])[O:10][N:9]=2)=[CH:4][CH:3]=1.[NH2:25][CH2:26][C:27]([CH3:31])([CH3:30])[CH2:28][OH:29], predict the reaction product. The product is: [OH:29][CH2:28][C:27]([CH3:31])([CH3:30])[CH2:26][NH:25][C:21]([C:17]1[N:18]([CH3:20])[N:19]=[C:15]([O:14][CH2:13][C:12]2[C:8]([C:5]3[CH:6]=[CH:7][C:2]([F:1])=[CH:3][CH:4]=3)=[N:9][O:10][C:11]=2[CH3:24])[CH:16]=1)=[O:22]. (5) Given the reactants [N+:1]([C:4]1[CH:9]=[CH:8][C:7]([C:10]2[CH:15]=[CH:14][C:13]([C:16]([CH:18]3[CH2:23][CH2:22][CH2:21][CH2:20][CH:19]3[C:24]([O:26][CH3:27])=[O:25])=[O:17])=[CH:12][CH:11]=2)=[CH:6][CH:5]=1)([O-])=O.[NH4+].[Cl-].C(O)C, predict the reaction product. The product is: [NH2:1][C:4]1[CH:5]=[CH:6][C:7]([C:10]2[CH:15]=[CH:14][C:13]([C:16]([CH:18]3[CH2:23][CH2:22][CH2:21][CH2:20][CH:19]3[C:24]([O:26][CH3:27])=[O:25])=[O:17])=[CH:12][CH:11]=2)=[CH:8][CH:9]=1. (6) Given the reactants [C:1](N1C=CN=C1)([N:3]1[CH:7]=[CH:6][N:5]=[CH:4]1)=[O:2].[CH3:13][O:14][CH:15]([O:18][CH3:19])[CH2:16][NH2:17], predict the reaction product. The product is: [CH3:13][O:14][CH:15]([O:18][CH3:19])[CH2:16][NH:17][C:1]([N:3]1[CH:7]=[CH:6][N:5]=[CH:4]1)=[O:2].